This data is from Catalyst prediction with 721,799 reactions and 888 catalyst types from USPTO. The task is: Predict which catalyst facilitates the given reaction. (1) Reactant: Br[C:2]1[CH:7]=[C:6]([Br:8])[N:5]=[C:4]([CH3:9])[C:3]=1[OH:10].[Li]CCCC. Product: [Br:8][C:6]1[N:5]=[C:4]([CH3:9])[C:3]([OH:10])=[CH:2][CH:7]=1. The catalyst class is: 1. (2) Reactant: Cl[C:2]1[C:3]2[C:4](=[CH:17][N:18](CC3C=CC(OC)=CC=3)[N:19]=2)[N:5]=[C:6]([C:8]2[CH:16]=[C:15]3[C:11]([CH:12]=[N:13][NH:14]3)=[CH:10][CH:9]=2)[N:7]=1.[CH3:29][O:30][C:31]1[CH:32]=[C:33]([CH:35]=[CH:36][C:37]=1[O:38][CH3:39])[NH2:34].Cl. Product: [CH3:29][O:30][C:31]1[CH:32]=[C:33]([NH:34][C:2]2[C:3]3[NH:19][N:18]=[CH:17][C:4]=3[N:5]=[C:6]([C:8]3[CH:16]=[C:15]4[C:11]([CH:12]=[N:13][NH:14]4)=[CH:10][CH:9]=3)[N:7]=2)[CH:35]=[CH:36][C:37]=1[O:38][CH3:39]. The catalyst class is: 71. (3) The catalyst class is: 8. Product: [CH2:8]([O:10][C:11]([C:12]1[CH:13]=[C:14]([CH3:15])[N:5]=[C:3]([C:2]([F:7])([F:6])[F:1])[N:4]=1)=[O:18])[CH3:9]. Reactant: [F:1][C:2]([F:7])([F:6])[C:3]([NH2:5])=[NH:4].[CH2:8]([O:10][C:11](=[O:18])[C:12](=O)[CH2:13][C:14](=O)[CH3:15])[CH3:9].Cl.C([O-])(O)=O.[Na+]. (4) Reactant: Cl[CH:2]([C:5]1[N:6]([C:15]2[CH:20]=[C:19]([F:21])[CH:18]=[C:17]([F:22])[CH:16]=2)[C:7](=[O:14])[C:8]2[S:13][CH:12]=[CH:11][C:9]=2[N:10]=1)[CH2:3][CH3:4].[NH3:23]. Product: [NH2:23][CH:2]([C:5]1[N:6]([C:15]2[CH:20]=[C:19]([F:21])[CH:18]=[C:17]([F:22])[CH:16]=2)[C:7](=[O:14])[C:8]2[S:13][CH:12]=[CH:11][C:9]=2[N:10]=1)[CH2:3][CH3:4]. The catalyst class is: 5. (5) Reactant: [CH3:1][C:2]1[C:3]([CH2:16][C:17]2[O:21][C:20]([C:22]([OH:24])=O)=[CH:19][CH:18]=2)=[CH:4][C:5]2[C:6]([CH3:15])([CH3:14])[CH2:7][CH2:8][C:9]([CH3:13])([CH3:12])[C:10]=2[CH:11]=1.S(Cl)([Cl:27])=O. Product: [CH3:1][C:2]1[C:3]([CH2:16][C:17]2[O:21][C:20]([C:22]([Cl:27])=[O:24])=[CH:19][CH:18]=2)=[CH:4][C:5]2[C:6]([CH3:15])([CH3:14])[CH2:7][CH2:8][C:9]([CH3:13])([CH3:12])[C:10]=2[CH:11]=1. The catalyst class is: 2. (6) Product: [ClH:14].[Cl:14][CH2:7][C:6]1[N:5]([CH:9]([CH3:11])[CH3:10])[CH:4]=[N:3][C:2]=1[CH3:1]. Reactant: [CH3:1][C:2]1[N:3]=[CH:4][N:5]([CH:9]([CH3:11])[CH3:10])[C:6]=1[CH2:7]O.S(Cl)([Cl:14])=O. The catalyst class is: 4. (7) Reactant: [CH3:1][C:2]1[C:10]2[C:5](=[CH:6][CH:7]=[C:8]([C:11]3[N:12]=[N:13][CH:14]=[C:15]([N:17]4[CH2:22][CH2:21][NH:20][C@@H:19]([CH2:23][C:24]5[CH:29]=[CH:28][CH:27]=[CH:26][CH:25]=5)[CH2:18]4)[N:16]=3)[CH:9]=2)[NH:4][N:3]=1.C(=O)(O)[O-].[Na+].Br[CH2:36][CH2:37][OH:38].C(OCC)(=O)C. Product: [CH2:23]([C@@H:19]1[N:20]([CH2:36][CH2:37][OH:38])[CH2:21][CH2:22][N:17]([C:15]2[N:16]=[C:11]([C:8]3[CH:9]=[C:10]4[C:5](=[CH:6][CH:7]=3)[NH:4][N:3]=[C:2]4[CH3:1])[N:12]=[N:13][CH:14]=2)[CH2:18]1)[C:24]1[CH:29]=[CH:28][CH:27]=[CH:26][CH:25]=1. The catalyst class is: 10. (8) Reactant: [Cl:1][C:2]1[CH:7]=[CH:6][C:5]([C:8]2[N:9]=[C:10]([N:17]3[CH:21]=[CH:20][N:19]=[C:18]3[CH3:22])[O:11][C:12]=2[CH2:13][CH2:14][CH2:15][OH:16])=[CH:4][CH:3]=1.[CH3:23][C:24]1[CH:29]=[CH:28][C:27](O)=[CH:26][CH:25]=1.C(P(CCCC)CCCC)CCC.N(C(N1CCCCC1)=O)=NC(N1CCCCC1)=O. Product: [Cl:1][C:2]1[CH:3]=[CH:4][C:5]([C:8]2[N:9]=[C:10]([N:17]3[CH:21]=[CH:20][N:19]=[C:18]3[CH3:22])[O:11][C:12]=2[CH2:13][CH2:14][CH2:15][O:16][C:27]2[CH:28]=[CH:29][C:24]([CH3:23])=[CH:25][CH:26]=2)=[CH:6][CH:7]=1. The catalyst class is: 7.